Task: Regression/Classification. Given a drug SMILES string, predict its absorption, distribution, metabolism, or excretion properties. Task type varies by dataset: regression for continuous measurements (e.g., permeability, clearance, half-life) or binary classification for categorical outcomes (e.g., BBB penetration, CYP inhibition). Dataset: cyp2c9_veith.. Dataset: CYP2C9 inhibition data for predicting drug metabolism from PubChem BioAssay The molecule is Cc1cnc(CNc2nc(-c3ccccc3C)nc3ccccc23)cn1. The result is 0 (non-inhibitor).